From a dataset of Full USPTO retrosynthesis dataset with 1.9M reactions from patents (1976-2016). Predict the reactants needed to synthesize the given product. (1) Given the product [CH3:8][C:9]1[CH:29]=[C:28]([C:30]2[C:34]([CH3:35])=[C:33]([O:37][CH2:38][CH3:39])[N:32]([CH3:40])[N:31]=2)[CH:27]=[CH:26][C:10]=1[O:11][CH2:12][C:13]1[CH:18]=[CH:17][CH:16]=[CH:15][C:14]=1[N:19]1[C:23](=[O:24])[N:22]([CH3:25])[N:21]=[N:20]1, predict the reactants needed to synthesize it. The reactants are: C([SiH](CC)CC)C.[CH3:8][C:9]1[CH:29]=[C:28]([C:30]2[C:34]([CH:35]=O)=[C:33]([O:37][CH2:38][CH3:39])[N:32]([CH3:40])[N:31]=2)[CH:27]=[CH:26][C:10]=1[O:11][CH2:12][C:13]1[CH:18]=[CH:17][CH:16]=[CH:15][C:14]=1[N:19]1[C:23](=[O:24])[N:22]([CH3:25])[N:21]=[N:20]1. (2) Given the product [C:21]([C:18]1([NH:17][C:10]([C@@H:9]2[CH2:14][C@H:12]([OH:11])[CH2:13][N:8]2[C:6]([O:5][C:1]([CH3:4])([CH3:3])[CH3:2])=[O:7])=[O:15])[CH2:20][CH2:19]1)#[N:22], predict the reactants needed to synthesize it. The reactants are: [C:1]([O:5][C:6]([N:8]1[CH2:13][C@@H:12]2[CH2:14][C@H:9]1[C:10](=[O:15])[O:11]2)=[O:7])([CH3:4])([CH3:3])[CH3:2].Cl.[NH2:17][C:18]1([C:21]#[N:22])[CH2:20][CH2:19]1.C(C(CCCC)C([O-])=O)C.[Na+].Cl.[Cl-].[Na+]. (3) Given the product [C:1]([O:5][C:6](=[O:15])[NH:7][CH:8]1[CH:13]([NH2:22])[CH2:12][CH2:11][O:10][CH2:9]1)([CH3:4])([CH3:3])[CH3:2], predict the reactants needed to synthesize it. The reactants are: [C:1]([O:5][C:6](=[O:15])[NH:7][CH:8]1[C:13](=O)[CH2:12][CH2:11][O:10][CH2:9]1)([CH3:4])([CH3:3])[CH3:2].C([O-])(=O)C.[NH4+].C([BH3-])#[N:22].[Na+].C(=O)([O-])[O-].[Na+].[Na+]. (4) Given the product [CH3:31][N:30]([C@@H:14]1[C:15](=[O:29])[C:16]([C:26]([NH2:28])=[O:27])=[C:17]([OH:18])[C@:19]2([OH:25])[C@H:13]1[CH2:12][C@H:11]1[C:21]([C:20]2=[O:24])=[C:22]([OH:23])[C:8]2[C:7]([OH:33])=[C:6]([NH2:39])[CH:5]=[C:4]([N:2]([CH3:1])[CH3:3])[C:9]=2[CH2:10]1)[CH3:32], predict the reactants needed to synthesize it. The reactants are: [CH3:1][N:2]([C:4]1[C:9]2[CH2:10][C@@H:11]3[C:21]([C:22](=[O:23])[C:8]=2[C:7]([OH:33])=[CH:6][CH:5]=1)=[C:20]([OH:24])[C@@:19]1([OH:25])[C@H:13]([C@H:14]([N:30]([CH3:32])[CH3:31])[C:15]([OH:29])=[C:16]([C:26]([NH2:28])=[O:27])[C:17]1=[O:18])[CH2:12]3)[CH3:3].S(=O)(=O)(O)O.[N+:39]([O-])([O-])=O.[Na+].[H][H]. (5) Given the product [CH2:1]([N:3]1[C:7]2[N:8]=[C:9]([C:18]3[CH:23]=[CH:22][C:21]([NH:24][C:25]([NH:27][C:28]4[CH:29]=[CH:30][C:31]([C:32]([N:41]5[CH2:42][CH2:43][N:38]([CH3:37])[CH2:39][CH2:40]5)=[O:33])=[CH:35][CH:36]=4)=[O:26])=[CH:20][CH:19]=3)[N:10]=[C:11]([N:12]3[CH2:17][CH2:16][O:15][CH2:14][CH2:13]3)[C:6]=2[N:5]=[N:4]1)[CH3:2], predict the reactants needed to synthesize it. The reactants are: [CH2:1]([N:3]1[C:7]2[N:8]=[C:9]([C:18]3[CH:23]=[CH:22][C:21]([NH:24][C:25]([NH:27][C:28]4[CH:36]=[CH:35][C:31]([C:32](O)=[O:33])=[CH:30][CH:29]=4)=[O:26])=[CH:20][CH:19]=3)[N:10]=[C:11]([N:12]3[CH2:17][CH2:16][O:15][CH2:14][CH2:13]3)[C:6]=2[N:5]=[N:4]1)[CH3:2].[CH3:37][N:38]1[CH2:43][CH2:42][NH:41][CH2:40][CH2:39]1.CCN(CC)CC.C1C=CC2N(O)N=NC=2C=1.CCN=C=NCCCN(C)C.